From a dataset of Retrosynthesis with 50K atom-mapped reactions and 10 reaction types from USPTO. Predict the reactants needed to synthesize the given product. (1) Given the product c1ccc(C[C@@H]2C[C@@H](NCc3ccnc4ccccc34)CCN2CC(c2ccccc2)c2ccccc2)cc1, predict the reactants needed to synthesize it. The reactants are: O=C(N(Cc1ccnc2ccccc12)[C@H]1CCN(CC(c2ccccc2)c2ccccc2)[C@H](Cc2ccccc2)C1)C(F)(F)F. (2) Given the product COc1ccc(C(NC2=N[C@](C)(c3cc(Nc4ccccc4OC)ccc3F)[C@@H](F)CO2)(c2ccccc2)c2ccc(OC)cc2)cc1, predict the reactants needed to synthesize it. The reactants are: COc1ccc(C(NC2=N[C@](C)(c3cc(Br)ccc3F)[C@@H](F)CO2)(c2ccccc2)c2ccc(OC)cc2)cc1.COc1ccccc1N. (3) Given the product Cn1c(CCCC2CCNCC2)nc2ccccc21, predict the reactants needed to synthesize it. The reactants are: CNc1ccccc1N.O=C(O)CCCC1CCNCC1.